From a dataset of Catalyst prediction with 721,799 reactions and 888 catalyst types from USPTO. Predict which catalyst facilitates the given reaction. (1) Reactant: FC(F)(F)C(O)=O.C(OC([N:15]1[CH2:20][CH2:19][CH:18]([C:21]2[NH:22][CH:23]=[C:24]([C:26]3[C:27]([O:41][CH:42]4[CH2:45][CH2:44][CH2:43]4)=[C:28]4[C:33](=[CH:34][CH:35]=3)[N:32]([C:36]([O:38][CH3:39])=[O:37])[C@@H:31]([CH3:40])[CH2:30][CH2:29]4)[N:25]=2)[CH2:17][CH2:16]1)=O)(C)(C)C. Product: [CH:42]1([O:41][C:27]2[C:26]([C:24]3[N:25]=[C:21]([CH:18]4[CH2:19][CH2:20][NH:15][CH2:16][CH2:17]4)[NH:22][CH:23]=3)=[CH:35][CH:34]=[C:33]3[C:28]=2[CH2:29][CH2:30][C@H:31]([CH3:40])[N:32]3[C:36]([O:38][CH3:39])=[O:37])[CH2:43][CH2:44][CH2:45]1. The catalyst class is: 4. (2) Reactant: [CH2:1]([C:3]1[CH:4]=[C:5]2[C:9](=[CH:10][C:11]=1[CH2:12][CH3:13])[CH2:8][CH:7]([NH:14][CH2:15][C@@H:16]([C:18]1[CH:27]=[CH:26][C:25]([OH:28])=[C:24]3[C:19]=1[CH:20]=[CH:21][C:22](=[O:29])[NH:23]3)[OH:17])[CH2:6]2)[CH3:2].[C:30]([OH:39])(=[O:38])[CH:31]([CH:33]([C:35]([OH:37])=[O:36])[OH:34])[OH:32]. Product: [C:35]([CH:33]([CH:31]([C:30]([OH:39])=[O:38])[OH:32])[OH:34])([OH:37])=[O:36].[CH2:12]([C:11]1[CH:10]=[C:9]2[C:5](=[CH:4][C:3]=1[CH2:1][CH3:2])[CH2:6][CH:7]([NH:14][CH2:15][C@@H:16]([C:18]1[CH:27]=[CH:26][C:25]([OH:28])=[C:24]3[C:19]=1[CH:20]=[CH:21][C:22](=[O:29])[NH:23]3)[OH:17])[CH2:8]2)[CH3:13]. The catalyst class is: 32. (3) Reactant: C[O:2][C:3](=[O:29])[CH2:4][CH2:5][C:6]1[CH:11]=[CH:10][C:9]([CH2:12][N:13]2[CH:17]=[CH:16][CH:15]=[N:14]2)=[CH:8][C:7]=1[C:18]#[C:19][CH2:20][CH2:21][CH2:22][C:23]1[CH:28]=[CH:27][CH:26]=[CH:25][CH:24]=1. Product: [C:23]1([CH2:22][CH2:21][CH2:20][CH2:19][CH2:18][C:7]2[CH:8]=[C:9]([CH2:12][N:13]3[CH:17]=[CH:16][CH:15]=[N:14]3)[CH:10]=[CH:11][C:6]=2[CH2:5][CH2:4][C:3]([OH:29])=[O:2])[CH:24]=[CH:25][CH:26]=[CH:27][CH:28]=1. The catalyst class is: 129. (4) Reactant: N12CCN(CC1)CC2.[CH3:9][N:10]([CH3:15])[S:11](Cl)(=[O:13])=[O:12].[NH:16]1[CH:20]=[C:19]([CH:21]=[O:22])[N:18]=[CH:17]1. Product: [CH:21]([C:19]1[N:18]=[CH:17][N:16]([S:11]([N:10]([CH3:15])[CH3:9])(=[O:13])=[O:12])[CH:20]=1)=[O:22]. The catalyst class is: 10.